This data is from Full USPTO retrosynthesis dataset with 1.9M reactions from patents (1976-2016). The task is: Predict the reactants needed to synthesize the given product. Given the product [CH3:42][N:40]([CH3:41])[CH2:39][CH2:38][N:35]1[CH2:36][CH2:37][CH:32]([N:30]([CH3:31])[C:29]([NH:28][C:24]2[CH:23]=[C:22]([O:21][C:20]3[CH:44]=[CH:45][C:17]([NH:16][C:57]([NH:56][C:54](=[O:55])[CH2:53][C:50]4[CH:51]=[CH:52][C:47]([F:46])=[CH:48][CH:49]=4)=[S:58])=[CH:18][CH:19]=3)[N:27]=[CH:26][N:25]=2)=[O:43])[CH2:33][CH2:34]1, predict the reactants needed to synthesize it. The reactants are: [C@]12(CS(O)(=O)=O)C(C)(C)C(CC1)CC2=O.[NH2:16][C:17]1[CH:45]=[CH:44][C:20]([O:21][C:22]2[N:27]=[CH:26][N:25]=[C:24]([NH:28][C:29](=[O:43])[N:30]([CH:32]3[CH2:37][CH2:36][N:35]([CH2:38][CH2:39][N:40]([CH3:42])[CH3:41])[CH2:34][CH2:33]3)[CH3:31])[CH:23]=2)=[CH:19][CH:18]=1.[F:46][C:47]1[CH:52]=[CH:51][C:50]([CH2:53][C:54]([N:56]=[C:57]=[S:58])=[O:55])=[CH:49][CH:48]=1.